This data is from NCI-60 drug combinations with 297,098 pairs across 59 cell lines. The task is: Regression. Given two drug SMILES strings and cell line genomic features, predict the synergy score measuring deviation from expected non-interaction effect. (1) Cell line: NCI/ADR-RES. Drug 1: C1CCC(C1)C(CC#N)N2C=C(C=N2)C3=C4C=CNC4=NC=N3. Synergy scores: CSS=-1.75, Synergy_ZIP=-0.758, Synergy_Bliss=-5.31, Synergy_Loewe=-4.61, Synergy_HSA=-5.21. Drug 2: C(CN)CNCCSP(=O)(O)O. (2) Drug 1: C1CN1C2=NC(=NC(=N2)N3CC3)N4CC4. Drug 2: COC1=C2C(=CC3=C1OC=C3)C=CC(=O)O2. Cell line: A549. Synergy scores: CSS=40.9, Synergy_ZIP=6.57, Synergy_Bliss=2.97, Synergy_Loewe=-9.88, Synergy_HSA=3.73. (3) Synergy scores: CSS=19.1, Synergy_ZIP=-4.97, Synergy_Bliss=-0.348, Synergy_Loewe=-0.608, Synergy_HSA=-0.146. Drug 1: C1C(C(OC1N2C=NC3=C(N=C(N=C32)Cl)N)CO)O. Drug 2: CC(C)(C#N)C1=CC(=CC(=C1)CN2C=NC=N2)C(C)(C)C#N. Cell line: PC-3. (4) Drug 1: C1CC(=O)NC(=O)C1N2CC3=C(C2=O)C=CC=C3N. Drug 2: C1=CC(=CC=C1CC(C(=O)O)N)N(CCCl)CCCl.Cl. Cell line: ACHN. Synergy scores: CSS=39.2, Synergy_ZIP=10.0, Synergy_Bliss=13.8, Synergy_Loewe=12.3, Synergy_HSA=14.4. (5) Drug 1: C1=CC(=CC=C1CCCC(=O)O)N(CCCl)CCCl. Drug 2: C1CN1P(=S)(N2CC2)N3CC3. Cell line: COLO 205. Synergy scores: CSS=46.5, Synergy_ZIP=-6.42, Synergy_Bliss=-3.78, Synergy_Loewe=-6.80, Synergy_HSA=0.0992. (6) Drug 1: CCCS(=O)(=O)NC1=C(C(=C(C=C1)F)C(=O)C2=CNC3=C2C=C(C=N3)C4=CC=C(C=C4)Cl)F. Drug 2: CCN(CC)CCNC(=O)C1=C(NC(=C1C)C=C2C3=C(C=CC(=C3)F)NC2=O)C. Cell line: SNB-19. Synergy scores: CSS=-5.22, Synergy_ZIP=2.00, Synergy_Bliss=-1.32, Synergy_Loewe=-3.70, Synergy_HSA=-4.37. (7) Drug 1: C1=CC(=CC=C1CCC2=CNC3=C2C(=O)NC(=N3)N)C(=O)NC(CCC(=O)O)C(=O)O. Drug 2: CC1=C(C=C(C=C1)NC(=O)C2=CC=C(C=C2)CN3CCN(CC3)C)NC4=NC=CC(=N4)C5=CN=CC=C5. Cell line: A498. Synergy scores: CSS=17.9, Synergy_ZIP=-2.49, Synergy_Bliss=-0.785, Synergy_Loewe=-15.0, Synergy_HSA=-3.08.